Dataset: Forward reaction prediction with 1.9M reactions from USPTO patents (1976-2016). Task: Predict the product of the given reaction. Given the reactants Cl.[C:2]1([C:8]2[CH:9]=[C:10]3[C:14](=[C:15]([C:17]([NH2:19])=[O:18])[CH:16]=2)[NH:13][N:12]=[C:11]3[CH:20]2[CH2:25][CH2:24][NH:23][CH2:22][CH2:21]2)[CH:7]=[CH:6][CH:5]=[CH:4][CH:3]=1.[C:26]1([S:32](Cl)(=[O:34])=[O:33])[CH:31]=[CH:30][CH:29]=[CH:28][CH:27]=1.C(N(CC)CC)C, predict the reaction product. The product is: [C:2]1([C:8]2[CH:9]=[C:10]3[C:14](=[C:15]([C:17]([NH2:19])=[O:18])[CH:16]=2)[NH:13][N:12]=[C:11]3[CH:20]2[CH2:25][CH2:24][N:23]([S:32]([C:26]3[CH:31]=[CH:30][CH:29]=[CH:28][CH:27]=3)(=[O:34])=[O:33])[CH2:22][CH2:21]2)[CH:3]=[CH:4][CH:5]=[CH:6][CH:7]=1.